The task is: Predict the product of the given reaction.. This data is from Forward reaction prediction with 1.9M reactions from USPTO patents (1976-2016). (1) The product is: [CH3:38][C:39]1([CH3:47])[O:43][C@@H:42]([CH2:44][CH2:45][NH:46][C:3]([CH:17]2[CH:16]([C:28]3[CH:33]=[CH:32][CH:31]=[C:30]([Cl:34])[C:29]=3[F:35])[C:15]([C:12]3[CH:11]=[CH:10][C:9]([Br:8])=[CH:14][N:13]=3)([C:36]#[N:37])[CH:19]([CH2:20][C:21]([CH3:23])([CH3:24])[CH3:22])[NH:18]2)=[O:4])[CH2:41][O:40]1. Given the reactants FC(F)(F)[C:3](O)=[O:4].[Br:8][C:9]1[CH:10]=[CH:11][C:12]([C:15]2([C:36]#[N:37])[CH:19]([CH2:20][C:21]([CH3:24])([CH3:23])[CH3:22])[NH:18][CH:17](C(O)=O)[CH:16]2[C:28]2[CH:33]=[CH:32][CH:31]=[C:30]([Cl:34])[C:29]=2[F:35])=[N:13][CH:14]=1.[CH3:38][C:39]1([CH3:47])[O:43][C@@H:42]([CH2:44][CH2:45][NH2:46])[CH2:41][O:40]1.CN(C(ON1N=NC2C=CC=NC1=2)=[N+](C)C)C.F[P-](F)(F)(F)(F)F.CCN(C(C)C)C(C)C, predict the reaction product. (2) Given the reactants [Cl:1][C:2]1[C:10]2[N:9]=[N:8][N:7]([CH2:11][CH:12]3[CH2:14][CH2:13]3)[C:6]=2[CH:5]=[CH:4][C:3]=1[C:15]1[CH:20]=[CH:19][C:18]([CH2:21][N:22]2[CH2:27][CH2:26][NH:25][CH2:24][CH2:23]2)=[CH:17][CH:16]=1.[C:28]([CH2:30][C:31](O)=[O:32])#[N:29].F[P-](F)(F)(F)(F)F.N1(O[P+](N2CCCC2)(N2CCCC2)N2CCCC2)C2C=CC=CC=2N=N1.C(N(C(C)C)CC)(C)C, predict the reaction product. The product is: [Cl:1][C:2]1[C:10]2[N:9]=[N:8][N:7]([CH2:11][CH:12]3[CH2:14][CH2:13]3)[C:6]=2[CH:5]=[CH:4][C:3]=1[C:15]1[CH:16]=[CH:17][C:18]([CH2:21][N:22]2[CH2:23][CH2:24][N:25]([C:31](=[O:32])[CH2:30][C:28]#[N:29])[CH2:26][CH2:27]2)=[CH:19][CH:20]=1. (3) Given the reactants Cl.[OH:2][CH:3]1[O:11][C@H:10]([CH2:12][OH:13])[C@@H:8]([OH:9])[C@H:6]([OH:7])[C@H:4]1[NH2:5].[CH3:14][C:15]([CH:17]1[C:23](=[O:24])[CH2:22][C:21]([CH3:26])([CH3:25])[CH2:20][C:18]1=[O:19])=O, predict the reaction product. The product is: [CH3:26][C:21]1([CH3:25])[CH2:22][C:23](=[O:24])[C:17](=[C:15]([NH:5][C@@H:4]2[C@@H:6]([OH:7])[C@H:8]([OH:9])[C@@H:10]([CH2:12][OH:13])[O:11][C@@H:3]2[OH:2])[CH3:14])[C:18](=[O:19])[CH2:20]1. (4) Given the reactants [N+:1]([CH:3](S(C1C=CC(C)=CC=1)(=O)=O)[CH2:4][CH2:5][CH2:6][CH3:7])#[C-:2].[C:18]([O:22][CH2:23][CH3:24])(=[O:21])[CH:19]=[CH2:20].CC(C)([O-])C.[K+], predict the reaction product. The product is: [CH2:4]([C:3]1[NH:1][CH:2]=[C:19]([C:18]([O:22][CH2:23][CH3:24])=[O:21])[CH:20]=1)[CH2:5][CH2:6][CH3:7].